This data is from Catalyst prediction with 721,799 reactions and 888 catalyst types from USPTO. The task is: Predict which catalyst facilitates the given reaction. (1) Reactant: B1(B2OC(C)(C)C(C)(C)O2)OC(C)(C)C(C)(C)O1.C(=O)([O-])[O-].[K+].[K+].Br[C:26]1[CH:31]=[CH:30][C:29]([CH2:32][OH:33])=[C:28]([O:34][CH3:35])[CH:27]=1.Br[C:37]1[CH:42]=[CH:41][C:40]([NH:43][C:44]([C@@H:46]2[CH:51]3[CH2:52][CH2:53][N:48]([CH2:49][CH2:50]3)[CH2:47]2)=[O:45])=[CH:39][CH:38]=1.[OH-].[Na+]. Product: [OH:33][CH2:32][C:29]1[CH:30]=[CH:31][C:26]([C:37]2[CH:42]=[CH:41][C:40]([NH:43][C:44]([C@@H:46]3[CH:51]4[CH2:52][CH2:53][N:48]([CH2:49][CH2:50]4)[CH2:47]3)=[O:45])=[CH:39][CH:38]=2)=[CH:27][C:28]=1[O:34][CH3:35]. The catalyst class is: 151. (2) Reactant: [C:1]([O:5][C:6]([N:8]([C:26]([O:28][C:29]([CH3:32])([CH3:31])[CH3:30])=[O:27])[C@@H:9]([C:23]([OH:25])=O)[CH2:10][CH2:11][C@@H:12]([C:15]1[CH:20]=[CH:19][CH:18]=[C:17]([F:21])[C:16]=1[F:22])[CH2:13][NH2:14])=[O:7])([CH3:4])([CH3:3])[CH3:2].Cl[CH2:34][C:35]([CH3:38])([OH:37])[CH3:36].C(N(CC)C(C)C)(C)C.C(Cl)CCl.C1C=NC2N(O)N=NC=2C=1.C([O-])(O)=O.[Na+]. Product: [F:22][C:16]1[C:17]([F:21])=[CH:18][CH:19]=[CH:20][C:15]=1[C@H:12]1[CH2:13][N:14]([CH2:34][C:35]([OH:37])([CH3:38])[CH3:36])[C:23](=[O:25])[C@H:9]([N:8]([C:26]([O:28][C:29]([CH3:30])([CH3:32])[CH3:31])=[O:27])[C:6]([O:5][C:1]([CH3:4])([CH3:3])[CH3:2])=[O:7])[CH2:10][CH2:11]1. The catalyst class is: 14. (3) The catalyst class is: 18. Reactant: [N:1]1[CH:6]=[CH:5][CH:4]=[CH:3][C:2]=1[NH:7][C:8](=[O:14])[O:9][C:10]([CH3:13])([CH3:12])[CH3:11].[H-].[Na+].CS(O[CH2:22][C:23]([F:26])([F:25])[CH3:24])(=O)=O.C(=O)([O-])[O-].[Cs+].[Cs+]. Product: [C:10]([O:9][C:8](=[O:14])[N:7]([CH2:22][C:23]([F:26])([F:25])[CH3:24])[C:2]1[CH:3]=[CH:4][CH:5]=[CH:6][N:1]=1)([CH3:11])([CH3:13])[CH3:12]. (4) Reactant: FC(F)(F)[C:3]([O-])=[O:4].[Br:8][C:9]1[CH:30]=[CH:29][C:12]([CH2:13][C:14]2[CH:15]=[N:16][C:17]3[N:18]([N:20]=[CH:21][C:22]=3[C:23]([NH:25][CH2:26][CH2:27][NH3+:28])=[O:24])[CH:19]=2)=[CH:11][CH:10]=1.C(O)=O.CN(C(ON1N=NC2C=CC=CC1=2)=[N+](C)C)C.[B-](F)(F)(F)F.C(N(CC)CC)C. Product: [Br:8][C:9]1[CH:10]=[CH:11][C:12]([CH2:13][C:14]2[CH:15]=[N:16][C:17]3[N:18]([N:20]=[CH:21][C:22]=3[C:23]([NH:25][CH2:26][CH2:27][NH:28][CH:3]=[O:4])=[O:24])[CH:19]=2)=[CH:29][CH:30]=1. The catalyst class is: 3. (5) Reactant: Cl[C:2]1[C:11]2[C:6](=[C:7]([CH3:14])[C:8]([O:12][CH3:13])=[CH:9][CH:10]=2)[CH:5]=[C:4]([NH:15][C:16]2[CH:20]=[C:19]([CH3:21])[NH:18][N:17]=2)[N:3]=1. Product: [CH:8]([O:12][C:2]1[C:11]2[C:6](=[C:7]([CH3:14])[C:8]([O:12][CH3:13])=[CH:9][CH:10]=2)[CH:5]=[C:4]([NH:15][C:16]2[CH:20]=[C:19]([CH3:21])[NH:18][N:17]=2)[N:3]=1)([CH3:9])[CH3:7]. The catalyst class is: 41. (6) Reactant: Cl.[CH:2]1([N:6]2[CH2:11][CH2:10][CH:9]([O:12][C:13]3[CH:21]=[CH:20][C:16]([C:17]([Cl:19])=[O:18])=[CH:15][CH:14]=3)[CH2:8][CH2:7]2)[CH2:5][CH2:4][CH2:3]1.CC[N:24]([CH2:27][C:28]1[CH:33]=[CH:32][CH:31]=[CH:30][CH:29]=1)[CH2:25]C.C=CC1C=CC=CC=1.C=CC1C=CC(C=C)=CC=1.C1C2C(=CC=CC=2)CN1. Product: [ClH:19].[CH:2]1([N:6]2[CH2:11][CH2:10][CH:9]([O:12][C:13]3[CH:21]=[CH:20][C:16]([C:17]([N:24]4[CH2:25][C:29]5[C:28](=[CH:33][CH:32]=[CH:31][CH:30]=5)[CH2:27]4)=[O:18])=[CH:15][CH:14]=3)[CH2:8][CH2:7]2)[CH2:5][CH2:4][CH2:3]1. The catalyst class is: 2. (7) Reactant: C([O:3][C:4]([C:6]1[NH:7][C:8]([CH:19]=O)=[C:9]([CH2:12][CH2:13][C:14]([O:16]CC)=[O:15])[C:10]=1[CH3:11])=[O:5])C.[CH3:21][O:22][C:23]1[CH:31]=[C:30]2[C:26]([CH2:27][C:28](=[O:32])[NH:29]2)=[CH:25][CH:24]=1.N1CCCCC1.[OH-].[K+]. Product: [C:14]([CH2:13][CH2:12][C:9]1[C:10]([CH3:11])=[C:6]([C:4]([OH:3])=[O:5])[NH:7][C:8]=1[CH:19]=[C:27]1[C:26]2[C:30](=[CH:31][C:23]([O:22][CH3:21])=[CH:24][CH:25]=2)[NH:29][C:28]1=[O:32])([OH:16])=[O:15]. The catalyst class is: 8. (8) Reactant: C1(C)C=CC=CC=1.C([N:10](CC)CC)C.[F:15][CH:16]1[CH2:23][C@@:22]2(C(O)=O)[C@H:18]([C:19](=[O:35])[N:20]([C@@H:27]([C:29]3[CH:34]=[CH:33][CH:32]=[CH:31][CH:30]=3)[CH3:28])[CH2:21]2)[CH2:17]1.C1(P(N=[N+]=[N-])(C2C=CC=CC=2)=O)C=CC=CC=1. Product: [NH2:10][C@:22]12[CH2:23][CH:16]([F:15])[CH2:17][C@@H:18]1[C:19](=[O:35])[N:20]([C@@H:27]([C:29]1[CH:34]=[CH:33][CH:32]=[CH:31][CH:30]=1)[CH3:28])[CH2:21]2. The catalyst class is: 13. (9) Product: [CH3:3][O:4][C:5]([CH:6]1[CH2:7][O:21][C:10]([CH2:11][CH2:12][CH2:13][CH2:14][C:15]2([CH3:20])[O:19][CH2:18][CH2:17][O:16]2)=[N:9]1)=[O:22]. Reactant: N#N.[CH3:3][O:4][C:5](=[O:22])[CH:6]([NH:9][C:10](=[O:21])[CH2:11][CH2:12][CH2:13][CH2:14][C:15]1([CH3:20])[O:19][CH2:18][CH2:17][O:16]1)[CH2:7]O.[OH-].COC(NS([N+](CC)(CC)CC)(=O)=O)=O. The catalyst class is: 1. (10) Reactant: [Cl:1][C:2]1[C:3]([F:31])=[C:4]([CH:8]2[C:12]([C:15]3[CH:20]=[CH:19][C:18]([Cl:21])=[CH:17][C:16]=3[F:22])([C:13]#[N:14])[CH:11]([CH2:23][C:24]([CH3:27])([CH3:26])[CH3:25])[NH:10][CH:9]2[C:28](O)=[O:29])[CH:5]=[CH:6][CH:7]=1.CN(C(ON1N=NC2C=CC=NC1=2)=[N+](C)C)C.F[P-](F)(F)(F)(F)F.CCN(C(C)C)C(C)C.[NH2:65][C:66]1[CH:74]=[CH:73][CH:72]=[CH:71][C:67]=1[C:68]([NH2:70])=[O:69]. Product: [C:68]([C:67]1[CH:71]=[CH:72][CH:73]=[CH:74][C:66]=1[NH:65][C:28]([CH:9]1[CH:8]([C:4]2[CH:5]=[CH:6][CH:7]=[C:2]([Cl:1])[C:3]=2[F:31])[C:12]([C:15]2[CH:20]=[CH:19][C:18]([Cl:21])=[CH:17][C:16]=2[F:22])([C:13]#[N:14])[CH:11]([CH2:23][C:24]([CH3:26])([CH3:25])[CH3:27])[NH:10]1)=[O:29])(=[O:69])[NH2:70]. The catalyst class is: 2.